This data is from Catalyst prediction with 721,799 reactions and 888 catalyst types from USPTO. The task is: Predict which catalyst facilitates the given reaction. (1) Reactant: C1(C2[O:12][C@H:11]3[CH2:13][C@@H:14]([N:17]4[CH:22]=[C:21]([I:23])[C:20](=[O:24])[NH:19][C:18]4=[O:25])[CH2:15][O:16][C@@H:10]3[CH2:9][O:8]2)C=CC=CC=1.Cl. Product: [OH:12][C@@H:11]1[C@@H:10]([CH2:9][OH:8])[O:16][CH2:15][C@H:14]([N:17]2[CH:22]=[C:21]([I:23])[C:20](=[O:24])[NH:19][C:18]2=[O:25])[CH2:13]1. The catalyst class is: 5. (2) Reactant: [CH3:1][C:2]1[S:6][C:5]([CH2:7][CH2:8][NH:9][C:10](=O)[CH2:11][CH2:12][C:13]2[CH:18]=[CH:17][C:16]([C:19]([F:22])([F:21])[F:20])=[CH:15][CH:14]=2)=[CH:4][CH:3]=1.O=P(Cl)(Cl)Cl. Product: [CH3:1][C:2]1[S:6][C:5]2[CH2:7][CH2:8][N:9]=[C:10]([CH2:11][CH2:12][C:13]3[CH:18]=[CH:17][C:16]([C:19]([F:22])([F:21])[F:20])=[CH:15][CH:14]=3)[C:4]=2[CH:3]=1. The catalyst class is: 10.